The task is: Predict the product of the given reaction.. This data is from Forward reaction prediction with 1.9M reactions from USPTO patents (1976-2016). (1) Given the reactants [CH3:1][O:2][CH2:3][CH2:4][NH2:5].Cl[C:7]1[C:16](=[O:17])[C:15]2[C:10](=[CH:11][CH:12]=[CH:13][CH:14]=2)[C:9](=[O:18])[C:8]=1[NH:19][C:20](=[O:22])[CH3:21].O, predict the reaction product. The product is: [CH3:1][O:2][CH2:3][CH2:4][NH:5][C:7]1[C:16](=[O:17])[C:15]2[C:10](=[CH:11][CH:12]=[CH:13][CH:14]=2)[C:9](=[O:18])[C:8]=1[NH:19][C:20](=[O:22])[CH3:21]. (2) The product is: [NH2:11][C:12]([C:15]1[CH:20]=[CH:19][C:18]([CH2:21][NH:22][C:23](=[O:25])[CH3:24])=[CH:17][CH:16]=1)([CH3:13])[CH3:14]. Given the reactants C(OC([NH:11][C:12]([C:15]1[CH:20]=[CH:19][C:18]([CH2:21][NH:22][C:23](=[O:25])[CH3:24])=[CH:17][CH:16]=1)([CH3:14])[CH3:13])=O)C1C=CC=CC=1.[H][H], predict the reaction product. (3) Given the reactants [F:1][C:2]([F:19])([F:18])[C:3]([N:5]1[CH2:11][CH2:10][C:9]2[CH:12]=[C:13]([OH:17])[C:14]([I:16])=[CH:15][C:8]=2[CH2:7][CH2:6]1)=[O:4].Br[CH2:21][C:22]([C:24]1[CH:29]=[CH:28][CH:27]=[CH:26][CH:25]=1)=[O:23].C(=O)([O-])[O-].[K+].[K+], predict the reaction product. The product is: [F:19][C:2]([F:1])([F:18])[C:3]([N:5]1[CH2:6][CH2:7][C:8]2[CH:15]=[C:14]([I:16])[C:13]([O:17][CH2:21][C:22](=[O:23])[C:24]3[CH:29]=[CH:28][CH:27]=[CH:26][CH:25]=3)=[CH:12][C:9]=2[CH2:10][CH2:11]1)=[O:4]. (4) Given the reactants [Cl:1][C:2]1[CH:7]=[CH:6][CH:5]=[CH:4][C:3]=1[CH:8]([O:10][C:11]1[CH:15]=[C:14]([N:16]2[C:24]3[CH:23]=[CH:22][N:21]=[CH:20][C:19]=3[N:18]=[CH:17]2)[S:13][C:12]=1[C:25]([O:27]C)=O)[CH3:9].[NH3:29], predict the reaction product. The product is: [Cl:1][C:2]1[CH:7]=[CH:6][CH:5]=[CH:4][C:3]=1[CH:8]([O:10][C:11]1[CH:15]=[C:14]([N:16]2[C:24]3[CH:23]=[CH:22][N:21]=[CH:20][C:19]=3[N:18]=[CH:17]2)[S:13][C:12]=1[C:25]([NH2:29])=[O:27])[CH3:9]. (5) Given the reactants [NH2:1][C@H:2]1[CH2:6][CH2:5][C@@H:4]([C:7]([OH:9])=[O:8])[CH2:3]1.F[C:11]1[CH:18]=[CH:17][C:14]([C:15]#[N:16])=[CH:13][C:12]=1[CH3:19].C(=O)([O-])[O-].[K+].[K+], predict the reaction product. The product is: [C:15]([C:14]1[CH:17]=[CH:18][C:11]([NH:1][C@H:2]2[CH2:6][CH2:5][C@@H:4]([C:7]([OH:9])=[O:8])[CH2:3]2)=[C:12]([CH3:19])[CH:13]=1)#[N:16]. (6) Given the reactants [Cl:1][C:2]1[N:3]=[C:4]([O:20][CH:21]2[CH2:24][CH2:23][CH2:22]2)[C:5]2[C:10](I)=[CH:9][N:8]([CH2:12][O:13][CH2:14][CH2:15][Si:16]([CH3:19])([CH3:18])[CH3:17])[C:6]=2[N:7]=1.[CH3:25][NH:26][C:27](=[O:43])[C:28]1[CH:33]=[CH:32][C:31](B2OC(C)(C)C(C)(C)O2)=[CH:30][CH:29]=1.O.O.O.P([O-])([O-])([O-])=O.[K+].[K+].[K+].O1CCOCC1, predict the reaction product. The product is: [Cl:1][C:2]1[N:3]=[C:4]([O:20][CH:21]2[CH2:24][CH2:23][CH2:22]2)[C:5]2[C:10]([C:31]3[CH:32]=[CH:33][C:28]([C:27]([NH:26][CH3:25])=[O:43])=[CH:29][CH:30]=3)=[CH:9][N:8]([CH2:12][O:13][CH2:14][CH2:15][Si:16]([CH3:19])([CH3:18])[CH3:17])[C:6]=2[N:7]=1. (7) Given the reactants [Cl:1][C:2]1[N:3]=[CH:4][C:5]2[NH:6][C:7](=[O:20])[C:8]3([CH2:19][CH2:18]3)[CH2:9][N:10]([CH:13]3[CH2:17][CH2:16][CH2:15][CH2:14]3)[C:11]=2[N:12]=1.[H-].[Na+].[CH3:23]I, predict the reaction product. The product is: [Cl:1][C:2]1[N:3]=[CH:4][C:5]2[N:6]([CH3:23])[C:7](=[O:20])[C:8]3([CH2:18][CH2:19]3)[CH2:9][N:10]([CH:13]3[CH2:14][CH2:15][CH2:16][CH2:17]3)[C:11]=2[N:12]=1. (8) Given the reactants CC1(C)[O:38][C@H:5]2[CH2:6][N:7]([C:9](=[O:37])[CH2:10][O:11][C:12]3[CH:36]=[CH:35][C:15]([CH2:16][NH:17][C:18]([C:20]4[CH:34]=[CH:33][C:23]([CH2:24][NH:25]C(=O)OC(C)(C)C)=[CH:22][CH:21]=4)=[O:19])=[CH:14][CH:13]=3)[CH2:8][C@H:4]2[O:3]1.[ClH:40], predict the reaction product. The product is: [ClH:40].[NH2:25][CH2:24][C:23]1[CH:33]=[CH:34][C:20]([C:18]([NH:17][CH2:16][C:15]2[CH:14]=[CH:13][C:12]([O:11][CH2:10][C:9]([N:7]3[CH2:8][C@H:4]([OH:3])[C@H:5]([OH:38])[CH2:6]3)=[O:37])=[CH:36][CH:35]=2)=[O:19])=[CH:21][CH:22]=1.